Predict the reactants needed to synthesize the given product. From a dataset of Full USPTO retrosynthesis dataset with 1.9M reactions from patents (1976-2016). (1) Given the product [Cl:8][C:6]1[CH:5]=[C:4]([C:9]2([C:30]([F:31])([F:33])[F:32])[O:13][N:12]=[C:11]([C:14]3[CH:28]=[CH:27][C:17]([C:18]([N:20]([C:21]4[CH:26]=[N:25][CH:24]=[N:23][CH:22]=4)[C:42](=[O:43])[O:44][CH3:45])=[O:19])=[C:16]([CH3:29])[CH:15]=3)[CH2:10]2)[CH:3]=[C:2]([Cl:1])[CH:7]=1, predict the reactants needed to synthesize it. The reactants are: [Cl:1][C:2]1[CH:3]=[C:4]([C:9]2([C:30]([F:33])([F:32])[F:31])[O:13][N:12]=[C:11]([C:14]3[CH:28]=[CH:27][C:17]([C:18]([NH:20][C:21]4[CH:22]=[N:23][CH:24]=[N:25][CH:26]=4)=[O:19])=[C:16]([CH3:29])[CH:15]=3)[CH2:10]2)[CH:5]=[C:6]([Cl:8])[CH:7]=1.C(N(CC)CC)C.Cl[C:42]([O:44][CH3:45])=[O:43]. (2) The reactants are: [Cl:1][C:2]1[CH:23]=[CH:22][CH:21]=[C:20]([Cl:24])[C:3]=1[C:4]([NH:6][C@H:7]([C:16]([O:18][CH3:19])=[O:17])[CH2:8][C:9]1[CH:14]=[CH:13][C:12]([OH:15])=[CH:11][CH:10]=1)=[O:5].O[CH2:26][CH:27]([C:29]1[N:38]=[C:37]2[C:32]([CH2:33][CH2:34][CH2:35][N:36]2[C:39]([O:41][C:42]([CH3:45])([CH3:44])[CH3:43])=[O:40])=[CH:31][CH:30]=1)[CH3:28].C1(P(C2C=CC=CC=2)C2C=CC=CC=2)C=CC=CC=1.C1CCN(C(N=NC(N2CCCCC2)=O)=O)CC1. Given the product [Cl:1][C:2]1[CH:23]=[CH:22][CH:21]=[C:20]([Cl:24])[C:3]=1[C:4]([NH:6][C@H:7]([C:16]([O:18][CH3:19])=[O:17])[CH2:8][C:9]1[CH:10]=[CH:11][C:12]([O:15][CH2:28][CH:27]([C:29]2[N:38]=[C:37]3[C:32]([CH2:33][CH2:34][CH2:35][N:36]3[C:39]([O:41][C:42]([CH3:44])([CH3:43])[CH3:45])=[O:40])=[CH:31][CH:30]=2)[CH3:26])=[CH:13][CH:14]=1)=[O:5], predict the reactants needed to synthesize it. (3) Given the product [C:11]1([N:1]2[C:9]3[CH:8]=[CH:7][N:6]=[CH:5][C:4]=3[N:3]=[N:2]2)[CH:16]=[CH:15][CH:14]=[CH:13][CH:12]=1, predict the reactants needed to synthesize it. The reactants are: [NH:1]1[C:9]2[CH:8]=[CH:7][N:6]=[CH:5][C:4]=2[N:3]=[N:2]1.I[C:11]1[CH:16]=[CH:15][CH:14]=[CH:13][CH:12]=1.C([O-])([O-])=O.[Cs+].[Cs+].COC1C2C(=C3C(=CC=2)C(OC)=CC=N3)N=CC=1. (4) Given the product [ClH:32].[ClH:32].[ClH:32].[CH3:31][O:30][C:20]1[CH:19]=[C:18]([NH:17][C:15]2[S:16][C:10]3[CH2:9][NH:8][CH2:13][CH2:12][C:11]=3[N:14]=2)[CH:23]=[CH:22][C:21]=1[N:24]1[CH:28]=[C:27]([CH3:29])[N:26]=[CH:25]1, predict the reactants needed to synthesize it. The reactants are: C(OC([N:8]1[CH2:13][CH2:12][C:11]2[N:14]=[C:15]([NH:17][C:18]3[CH:23]=[CH:22][C:21]([N:24]4[CH:28]=[C:27]([CH3:29])[N:26]=[CH:25]4)=[C:20]([O:30][CH3:31])[CH:19]=3)[S:16][C:10]=2[CH2:9]1)=O)(C)(C)C.[ClH:32]. (5) Given the product [S:9]1[C:10]2[CH:16]=[CH:15][CH:14]=[CH:13][C:11]=2[N:12]=[C:8]1[CH2:7][CH:2]1[CH2:3][CH2:4][CH2:5][CH2:6][N:1]1[C:30]([C:25]1[C:24]([C:21]2[CH:22]=[CH:23][C:18]([F:17])=[CH:19][CH:20]=2)=[CH:28][N:27]([CH3:29])[N:26]=1)=[O:31], predict the reactants needed to synthesize it. The reactants are: [NH:1]1[CH2:6][CH2:5][CH2:4][CH2:3][CH:2]1[CH2:7][C:8]1[S:9][C:10]2[CH:16]=[CH:15][CH:14]=[CH:13][C:11]=2[N:12]=1.[F:17][C:18]1[CH:23]=[CH:22][C:21]([C:24]2[C:25]([C:30](O)=[O:31])=[N:26][N:27]([CH3:29])[CH:28]=2)=[CH:20][CH:19]=1. (6) The reactants are: COS([O:6][CH3:7])(=O)=O.[Br:8][C:9]1[CH:14]=[CH:13][CH:12]=[C:11]([N:15]2[CH2:20][CH2:19][CH:18](O)[CH2:17][CH2:16]2)[N:10]=1.[OH-].[Na+].O. Given the product [Br:8][C:9]1[CH:14]=[CH:13][CH:12]=[C:11]([N:15]2[CH2:20][CH2:19][CH:18]([O:6][CH3:7])[CH2:17][CH2:16]2)[N:10]=1, predict the reactants needed to synthesize it. (7) Given the product [OH:11][C:6]1[CH:7]=[CH:8][CH:9]=[C:10]2[C:5]=1[CH2:4][CH2:3][N:2]([C:13]([O:15][C:16]([CH3:19])([CH3:18])[CH3:17])=[O:14])[CH2:1]2, predict the reactants needed to synthesize it. The reactants are: [CH2:1]1[C:10]2[CH:9]=[CH:8][CH:7]=[C:6]([OH:11])[C:5]=2[CH2:4][CH2:3][NH:2]1.Cl.[C:13](O[C:13]([O:15][C:16]([CH3:19])([CH3:18])[CH3:17])=[O:14])([O:15][C:16]([CH3:19])([CH3:18])[CH3:17])=[O:14].[OH-].[Na+]. (8) Given the product [O:18]1[CH2:19][CH:20]=[C:15]([C:14]2[N:13]3[C:8]([CH:9]=[CH:10][CH:11]=[CH:12]3)=[CH:7][C:6]=2[CH:4]([NH2:1])[CH3:5])[CH2:16][CH2:17]1, predict the reactants needed to synthesize it. The reactants are: [N:1]([CH:4]([C:6]1[CH:7]=[C:8]2[N:13]([C:14]=1[C:15]1[CH2:16][CH2:17][O:18][CH2:19][CH:20]=1)[CH:12]=[CH:11][CH:10]=[CH:9]2)[CH3:5])=[N+]=[N-]. (9) Given the product [Cl:1][C:2]1[CH:3]=[CH:4][C:5]2[NH:11][C:10](=[O:23])[CH:9]([CH2:24][C:25]3[O:26][C:27]([CH2:30][CH2:31][C:32]([O:34][CH3:35])=[O:33])=[CH:28][N:29]=3)[CH2:8][CH:7]([C:36]3[CH:41]=[CH:40][CH:39]=[C:38]([O:42][CH3:43])[C:37]=3[O:44][CH3:45])[C:6]=2[CH:46]=1, predict the reactants needed to synthesize it. The reactants are: [Cl:1][C:2]1[CH:3]=[CH:4][C:5]2[N:11](CC3C=CC(OC)=CC=3OC)[C:10](=[O:23])[CH:9]([CH2:24][C:25]3[O:26][C:27]([CH2:30][CH2:31][C:32]([O:34][CH3:35])=[O:33])=[CH:28][N:29]=3)[CH2:8][CH:7]([C:36]3[CH:41]=[CH:40][CH:39]=[C:38]([O:42][CH3:43])[C:37]=3[O:44][CH3:45])[C:6]=2[CH:46]=1.[N+]([O-])(O)=O.[N+]([O-])(O)=O.[N+]([O-])(O)=O.[N+]([O-])(O)=O.[N+]([O-])(O)=O.[N+]([O-])(O)=O.[Ce].C(=O)(O)[O-].[Na+].C(OCC)(=O)C.